This data is from Catalyst prediction with 721,799 reactions and 888 catalyst types from USPTO. The task is: Predict which catalyst facilitates the given reaction. (1) Reactant: [CH3:1][C:2]1[N:6]=[C:5]([CH3:7])[N:4]([C:8]2[N:13]=[C:12]([C:14]([F:17])([F:16])[F:15])[N:11]=[C:10]([C@@H:18]3[CH2:20][C@H:19]3[CH2:21][OH:22])[CH:9]=2)[N:3]=1.CC(OI1(OC(C)=O)(OC(C)=O)OC(=O)C2C=CC=CC1=2)=O. Product: [CH3:1][C:2]1[N:6]=[C:5]([CH3:7])[N:4]([C:8]2[N:13]=[C:12]([C:14]([F:17])([F:16])[F:15])[N:11]=[C:10]([C@@H:18]3[CH2:20][C@H:19]3[CH:21]=[O:22])[CH:9]=2)[N:3]=1. The catalyst class is: 2. (2) The catalyst class is: 9. Product: [NH2:41][C@@H:12]([CH2:11][CH2:10][CH2:9][NH:8][C:7]([NH2:59])=[N:6][OH:5])[C:13]([NH:14][S:15]([C:18]1[CH:19]=[CH:20][C:21]([N:24]2[C:28]([C:29]3[CH:30]=[CH:31][C:32]([CH3:35])=[CH:33][CH:34]=3)=[CH:27][C:26]([C:36]([F:39])([F:38])[F:37])=[N:25]2)=[CH:22][CH:23]=1)(=[O:16])=[O:17])=[O:40]. Reactant: C([O:5][NH:6][C:7](=[N:59]S(C1C(C)=C(C)C2OC(C)(C)CC=2C=1C)(=O)=O)[NH:8][CH2:9][CH2:10][CH2:11][C@H:12]([NH:41]C(=O)OCC1C2C=CC=CC=2C2C1=CC=CC=2)[C:13](=[O:40])[NH:14][S:15]([C:18]1[CH:23]=[CH:22][C:21]([N:24]2[C:28]([C:29]3[CH:34]=[CH:33][C:32]([CH3:35])=[CH:31][CH:30]=3)=[CH:27][C:26]([C:36]([F:39])([F:38])[F:37])=[N:25]2)=[CH:20][CH:19]=1)(=[O:17])=[O:16])(C)(C)C.N1CCCCC1. (3) Reactant: [Cl:1][C:2]1[CH:7]=[CH:6][C:5]([C:8]2[N:9]=[CH:10][CH:11]=[C:12]3[CH:16]=[C:15]([CH3:17])[NH:14][C:13]=23)=[CH:4][CH:3]=1.CNC.[C:21]([OH:24])(=O)[CH3:22].[CH2:25]=O. Product: [Cl:1][C:2]1[CH:3]=[CH:4][C:5]([C:8]2[N:9]=[CH:10][CH:11]=[C:12]3[C:16]([CH2:25][O:24][CH2:21][CH3:22])=[C:15]([CH3:17])[NH:14][C:13]=23)=[CH:6][CH:7]=1. The catalyst class is: 8.